This data is from Experimentally validated miRNA-target interactions with 360,000+ pairs, plus equal number of negative samples. The task is: Binary Classification. Given a miRNA mature sequence and a target amino acid sequence, predict their likelihood of interaction. (1) The miRNA is mmu-miR-326-3p with sequence CCUCUGGGCCCUUCCUCCAGU. The protein sequence of the target gene is MLHVEMLTLLFLVLWMCVFSQDPGSKVVADRYAVYWNSSNPRFQRGDYHIDVCINDYLDVFCPHYEDSVPEDKTERYVLYMVNFDGYSACDHTSKGFKRWECNRPHSPNGPLKFSEKFQLFTPFSLGFEFRPGREYFYISSAIPDNGRRSCLKLKVFVRPTNSCMKTIGVHDRVFDVNDKVENSLEPADDTVHESAEPSRGENAAQTPRIPSRLLAILLFLLAMLLTL. Result: 0 (no interaction). (2) The miRNA is mmu-miR-450a-5p with sequence UUUUGCGAUGUGUUCCUAAUAU. The protein sequence of the target gene is MWGSGELLVAWFLVLAADGTTEHVYRPSRRVCTVGISGGSISETFVQRVYQPYLTTCDGHRACSTYRTIYRTAYRRSPGVTPARPRYACCPGWKRTSGLPGACGAAICQPPCGNGGSCIRPGHCRCPVGWQGDTCQTDVDECSTGEASCPQRCVNTVGSYWCQGWEGQSPSADGTRCLSKEGPSPVAPNPTAGVDSMAREEVYRLQARVDVLEQKLQLVLAPLHSLASRSTEHGLQDPGSLLAHSFQQLDRIDSLSEQVSFLEEHLGSCSCKKDL. Result: 0 (no interaction).